From a dataset of Reaction yield outcomes from USPTO patents with 853,638 reactions. Predict the reaction yield, written as a fraction of the theoretical maximum amount of product (1.0 means a 100% yield; for example, 0.34 means a 34% yield). (1) The yield is 0.980. The product is [CH:10]([N:1]1[CH2:6][CH2:5][CH2:4][CH2:3][CH:2]1[C:7]([OH:9])=[O:8])=[O:12]. The reactants are [NH:1]1[CH2:6][CH2:5][CH2:4][CH2:3][CH:2]1[C:7]([OH:9])=[O:8].[C:10](OC(=O)C)(=[O:12])C.O. The catalyst is C(O)=O.CO. (2) The reactants are C(N(CC)CC)C.[C:8](OC(=O)C)(=[O:10])[CH3:9].[C:15]([O:19][C:20]([N:22]1[CH:27]([CH:28]([OH:43])[CH:29]([NH2:42])[CH2:30][C:31]2[CH:36]=[C:35]([O:37][CH2:38][CH2:39][CH3:40])[CH:34]=[C:33]([F:41])[CH:32]=2)[CH2:26][O:25][CH:24]([O:44][CH2:45][C:46]([CH2:50][F:51])([CH3:49])[CH2:47][F:48])[CH:23]1[CH3:52])=[O:21])([CH3:18])([CH3:17])[CH3:16]. The catalyst is ClCCl. The product is [C:15]([O:19][C:20]([N:22]1[CH:27]([CH:28]([OH:43])[CH:29]([NH:42][C:8](=[O:10])[CH3:9])[CH2:30][C:31]2[CH:36]=[C:35]([O:37][CH2:38][CH2:39][CH3:40])[CH:34]=[C:33]([F:41])[CH:32]=2)[CH2:26][O:25][CH:24]([O:44][CH2:45][C:46]([CH2:50][F:51])([CH3:49])[CH2:47][F:48])[CH:23]1[CH3:52])=[O:21])([CH3:16])([CH3:18])[CH3:17]. The yield is 0.680. (3) The reactants are [CH3:1][C:2]([C:5]([NH2:7])=[NH:6])([CH3:4])[CH3:3].Cl.[O-]CC.[Na+].C([O:15][CH:16]=[C:17]([C:23](OCC)=O)[C:18]([O:20][CH2:21][CH3:22])=[O:19])C. The catalyst is C(O)C. The product is [C:2]([C:5]1[N:7]=[C:16]([OH:15])[C:17]([C:18]([O:20][CH2:21][CH3:22])=[O:19])=[CH:23][N:6]=1)([CH3:4])([CH3:3])[CH3:1]. The yield is 0.360. (4) The reactants are [F:1][C:2]1[C:7]2[N:8]=[N:9][S:10][C:6]=2[CH:5]=[C:4]([C:11]([O:13][CH3:14])=[O:12])[C:3]=1[NH:15][C:16]1[CH:21]=[CH:20][CH:19]=[CH:18][C:17]=1[F:22].C1C(=O)N([I:30])C(=O)C1.FC(F)(F)C(O)=O. The catalyst is CN(C=O)C. The product is [F:1][C:2]1[C:7]2[N:8]=[N:9][S:10][C:6]=2[CH:5]=[C:4]([C:11]([O:13][CH3:14])=[O:12])[C:3]=1[NH:15][C:16]1[CH:21]=[CH:20][C:19]([I:30])=[CH:18][C:17]=1[F:22]. The yield is 0.891. (5) The reactants are [OH:1][CH:2]([CH3:7])[C:3]([NH:5][OH:6])=[NH:4].[Cl:8][C:9]1[CH:10]=[C:11]([CH:15]=[CH:16][CH:17]=1)[C:12](Cl)=O. The catalyst is N1C=CC=CC=1. The product is [Cl:8][C:9]1[CH:10]=[C:11]([C:12]2[O:6][N:5]=[C:3]([CH:2]([OH:1])[CH3:7])[N:4]=2)[CH:15]=[CH:16][CH:17]=1. The yield is 0.600.